This data is from Forward reaction prediction with 1.9M reactions from USPTO patents (1976-2016). The task is: Predict the product of the given reaction. (1) The product is: [ClH:46].[O:34]1[C:35]2[C:27]([C:2]3[N:6]4[N:7]=[C:8]([NH:11][CH2:12][CH2:13][CH2:14][C:15]([F:18])([F:17])[F:16])[CH:9]=[CH:10][C:5]4=[N:4][CH:3]=3)=[CH:28][CH:29]=[CH:30][C:31]=2[CH2:32][CH2:33]1. Given the reactants Br[C:2]1[N:6]2[N:7]=[C:8]([NH:11][CH2:12][CH2:13][CH2:14][C:15]([F:18])([F:17])[F:16])[CH:9]=[CH:10][C:5]2=[N:4][CH:3]=1.CC1(C)C(C)(C)OB([C:27]2[C:35]3[O:34][CH2:33][CH2:32][C:31]=3[CH:30]=[CH:29][CH:28]=2)O1.O.[O-]P([O-])([O-])=O.[K+].[K+].[K+].[Cl:46]CCl.N#N, predict the reaction product. (2) The product is: [CH:35]1([NH:38][C:3](=[O:5])[CH:2]([OH:1])[CH:6]([NH:15][C:16](=[O:34])[C:17]2[CH:22]=[CH:21][CH:20]=[N:19][C:18]=2[N:23]2[CH:27]=[CH:26][C:25]([C:28]3[CH:33]=[CH:32][CH:31]=[CH:30][CH:29]=3)=[N:24]2)[CH2:7][C:8]2[CH:13]=[CH:12][C:11]([F:14])=[CH:10][CH:9]=2)[CH2:37][CH2:36]1. Given the reactants [OH:1][CH:2]([CH:6]([NH:15][C:16](=[O:34])[C:17]1[CH:22]=[CH:21][CH:20]=[N:19][C:18]=1[N:23]1[CH:27]=[CH:26][C:25]([C:28]2[CH:33]=[CH:32][CH:31]=[CH:30][CH:29]=2)=[N:24]1)[CH2:7][C:8]1[CH:13]=[CH:12][C:11]([F:14])=[CH:10][CH:9]=1)[C:3]([OH:5])=O.[CH:35]1([NH2:38])[CH2:37][CH2:36]1, predict the reaction product. (3) Given the reactants [O:1]1[C:10]2[CH:9]=[C:8]([CH2:11][NH:12][CH:13]3[CH2:18][CH2:17][N:16]([CH2:19][CH2:20][N:21]4[C:30]5[C:25](=[CH:26][CH:27]=[C:28]([C:31]#[N:32])[CH:29]=5)[N:24]=[CH:23][C:22]4=[O:33])[CH2:15][CH2:14]3)[N:7]=[CH:6][C:5]=2[O:4][CH2:3][CH2:2]1.[ClH:34].C(OCC)(=O)C, predict the reaction product. The product is: [ClH:34].[O:1]1[C:10]2[CH:9]=[C:8]([CH2:11][NH:12][CH:13]3[CH2:18][CH2:17][N:16]([CH2:19][CH2:20][N:21]4[C:30]5[C:25](=[CH:26][CH:27]=[C:28]([C:31]#[N:32])[CH:29]=5)[N:24]=[CH:23][C:22]4=[O:33])[CH2:15][CH2:14]3)[N:7]=[CH:6][C:5]=2[O:4][CH2:3][CH2:2]1. (4) Given the reactants [CH3:1][C:2]1([CH3:17])[C:10]2[C:5](=[CH:6][C:7]([N:11]3[CH2:16][CH2:15][O:14][CH2:13][CH2:12]3)=[CH:8][CH:9]=2)[NH:4][CH2:3]1.Cl[C:19]1[C:28]2[C:23](=[CH:24][CH:25]=[CH:26][CH:27]=2)[N:22]=[CH:21][C:20]=1[CH3:29].C(=O)([O-])[O-].[Cs+].[Cs+].C1C=CC(P(C2C(C3C(P(C4C=CC=CC=4)C4C=CC=CC=4)=CC=C4C=3C=CC=C4)=C3C(C=CC=C3)=CC=2)C2C=CC=CC=2)=CC=1, predict the reaction product. The product is: [CH3:1][C:2]1([CH3:17])[C:10]2[C:5](=[CH:6][C:7]([N:11]3[CH2:16][CH2:15][O:14][CH2:13][CH2:12]3)=[CH:8][CH:9]=2)[N:4]([C:19]2[C:28]3[C:23](=[CH:24][CH:25]=[CH:26][CH:27]=3)[N:22]=[CH:21][C:20]=2[CH3:29])[CH2:3]1. (5) The product is: [ClH:35].[NH2:6][C@@H:7]([C:28]1[CH:29]=[CH:30][CH:31]=[CH:32][CH:33]=1)[C:8]1[CH:27]=[CH:26][C:11]([C:12]([NH:14][C:15]2[S:16][C:17]3[CH:23]=[C:22]([O:24][CH3:25])[CH:21]=[CH:20][C:18]=3[N:19]=2)=[O:13])=[CH:10][CH:9]=1. Given the reactants CC(C)([S@]([NH:6][C@@H:7]([C:28]1[CH:33]=[CH:32][CH:31]=[CH:30][CH:29]=1)[C:8]1[CH:27]=[CH:26][C:11]([C:12]([NH:14][C:15]2[S:16][C:17]3[CH:23]=[C:22]([O:24][CH3:25])[CH:21]=[CH:20][C:18]=3[N:19]=2)=[O:13])=[CH:10][CH:9]=1)=O)C.[ClH:35], predict the reaction product. (6) Given the reactants [CH2:1]([C:3]1[CH:14]=[C:6]2[C:7]([CH:12]=[O:13])=[CH:8][CH:9]=[C:10](I)[N:5]2[N:4]=1)[CH3:2].[C:15]1(OB(O)O)[CH:20]=[CH:19][CH:18]=[CH:17][CH:16]=1.C(P(CCCC)CCCC)CCC.C(=O)([O-])[O-].[Cs+].[Cs+], predict the reaction product. The product is: [CH2:1]([C:3]1[CH:14]=[C:6]2[C:7]([CH:12]=[O:13])=[CH:8][CH:9]=[C:10]([C:15]3[CH:20]=[CH:19][CH:18]=[CH:17][CH:16]=3)[N:5]2[N:4]=1)[CH3:2].